From a dataset of Catalyst prediction with 721,799 reactions and 888 catalyst types from USPTO. Predict which catalyst facilitates the given reaction. (1) Reactant: [Br:1][C:2]1[CH:3]=[CH:4][CH:5]=[C:6]2[C:10]=1[NH:9][N:8]=[C:7]2[C:11]([NH2:13])=[O:12].Br[CH2:15][C:16]([O:18][C:19]([CH3:22])([CH3:21])[CH3:20])=[O:17].C(=O)([O-])[O-].[K+].[K+]. Product: [Br:1][C:2]1[CH:3]=[CH:4][CH:5]=[C:6]2[C:10]=1[N:9]([CH2:15][C:16]([O:18][C:19]([CH3:22])([CH3:21])[CH3:20])=[O:17])[N:8]=[C:7]2[C:11](=[O:12])[NH2:13]. The catalyst class is: 10. (2) Reactant: [CH3:1][N:2]([C:10]1([CH2:13][O:14][C:15]2[CH:16]=[N:17][CH:18]=[CH:19][CH:20]=2)[CH2:12][CH2:11]1)C(=O)OC(C)(C)C.[ClH:21]. Product: [ClH:21].[CH3:1][NH:2][C:10]1([CH2:13][O:14][C:15]2[CH:16]=[N:17][CH:18]=[CH:19][CH:20]=2)[CH2:12][CH2:11]1. The catalyst class is: 440. (3) Reactant: [OH-].[Na+].[CH2:3]([O:10][C:11]1[CH:19]=[C:18]([O:20][CH2:21][C:22]2[CH:27]=[CH:26][CH:25]=[CH:24][CH:23]=2)[CH:17]=[CH:16][C:12]=1[C:13](O)=[O:14])[C:4]1[CH:9]=[CH:8][CH:7]=[CH:6][CH:5]=1.S(Cl)([Cl:30])=O. Product: [CH2:3]([O:10][C:11]1[CH:19]=[C:18]([O:20][CH2:21][C:22]2[CH:27]=[CH:26][CH:25]=[CH:24][CH:23]=2)[CH:17]=[CH:16][C:12]=1[C:13]([Cl:30])=[O:14])[C:4]1[CH:9]=[CH:8][CH:7]=[CH:6][CH:5]=1. The catalyst class is: 887. (4) Reactant: [Cl:1][C:2]1[C:3]([O:12][C:13]2[CH:18]=[C:17]([O:19][CH2:20][CH2:21][CH2:22][O:23][CH3:24])[CH:16]=[CH:15][C:14]=2/[CH:25]=[CH:26]/[C:27]([OH:29])=O)=[N:4][CH:5]=[C:6]([C:8]([F:11])([F:10])[F:9])[CH:7]=1.Cl.C(N=C=NCCCN(C)C)C.[CH2:42]([S:47]([NH2:50])(=[O:49])=[O:48])[CH2:43][CH2:44][CH2:45][CH3:46].Cl. Product: [Cl:1][C:2]1[C:3]([O:12][C:13]2[CH:18]=[C:17]([O:19][CH2:20][CH2:21][CH2:22][O:23][CH3:24])[CH:16]=[CH:15][C:14]=2/[CH:25]=[CH:26]/[C:27]([NH:50][S:47]([CH2:42][CH2:43][CH2:44][CH2:45][CH3:46])(=[O:49])=[O:48])=[O:29])=[N:4][CH:5]=[C:6]([C:8]([F:9])([F:11])[F:10])[CH:7]=1. The catalyst class is: 766. (5) Reactant: [NH2:1][C:2]1[CH:7]=[CH:6][C:5]([C:8]2[N:12]=[CH:11][NH:10][C:9]=2[C:13]([NH2:15])=[O:14])=[CH:4][CH:3]=1.[F:16][C:17]1[CH:22]=[CH:21][C:20]([C:23]([F:26])([F:25])[F:24])=[CH:19][C:18]=1[N:27]=[C:28]=[O:29]. Product: [F:16][C:17]1[CH:22]=[CH:21][C:20]([C:23]([F:26])([F:25])[F:24])=[CH:19][C:18]=1[NH:27][C:28](=[O:29])[NH:1][C:2]1[CH:3]=[CH:4][C:5]([C:8]2[N:12]=[CH:11][NH:10][C:9]=2[C:13]([NH2:15])=[O:14])=[CH:6][CH:7]=1. The catalyst class is: 7. (6) Reactant: [C:1]([O:5][C:6]([NH:8][CH2:9][CH:10]([C:14]1[CH:19]=[CH:18][C:17]([CH2:20][O:21][Si:22]([CH:29]([CH3:31])[CH3:30])([CH:26]([CH3:28])[CH3:27])[CH:23]([CH3:25])[CH3:24])=[CH:16][CH:15]=1)[C:11]([OH:13])=[O:12])=[O:7])([CH3:4])([CH3:3])[CH3:2].[CH3:32]I.[H-].[Na+]. Product: [C:1]([O:5][C:6]([N:8]([CH3:32])[CH2:9][CH:10]([C:14]1[CH:15]=[CH:16][C:17]([CH2:20][O:21][Si:22]([CH:23]([CH3:24])[CH3:25])([CH:26]([CH3:28])[CH3:27])[CH:29]([CH3:31])[CH3:30])=[CH:18][CH:19]=1)[C:11]([OH:13])=[O:12])=[O:7])([CH3:4])([CH3:2])[CH3:3]. The catalyst class is: 49. (7) Reactant: C(O[BH-](OC(=O)C)OC(=O)C)(=O)C.[Na+].[Cl:15][C:16]1[CH:41]=[CH:40][C:19]2[N:20]3[C:24]([CH2:25][NH:26][CH2:27][C:18]=2[CH:17]=1)=[N:23][N:22]=[C:21]3[CH:28]1[CH2:33][CH2:32][N:31]([C:34]2[N:39]=[CH:38][CH:37]=[CH:36][N:35]=2)[CH2:30][CH2:29]1.[N:42]1[CH:47]=[CH:46][CH:45]=[CH:44][C:43]=1[CH:48]=O.N. Product: [Cl:15][C:16]1[CH:41]=[CH:40][C:19]2[N:20]3[C:24]([CH2:25][N:26]([CH2:48][C:43]4[CH:44]=[CH:45][CH:46]=[CH:47][N:42]=4)[CH2:27][C:18]=2[CH:17]=1)=[N:23][N:22]=[C:21]3[CH:28]1[CH2:33][CH2:32][N:31]([C:34]2[N:35]=[CH:36][CH:37]=[CH:38][N:39]=2)[CH2:30][CH2:29]1. The catalyst class is: 676. (8) Reactant: [CH2:1]([NH:8][CH2:9]CO)[C:2]1[CH:7]=[CH:6][CH:5]=[CH:4][CH:3]=1.[H-].[Na+].Br[CH:15](C)[C:16]([O:18][CH3:19])=O.[NH4+].[Cl-].C1C[O:26][CH2:25]C1. Product: [CH2:1]([N:8]1[CH2:9][CH2:19][O:18][CH:16]([CH3:15])[C:25]1=[O:26])[C:2]1[CH:3]=[CH:4][CH:5]=[CH:6][CH:7]=1. The catalyst class is: 5. (9) Reactant: [Cl:1][C:2]1[CH:3]=[C:4]([OH:9])[CH:5]=[CH:6][C:7]=1[CH3:8].[H-].[Na+].[CH3:12][O:13][CH2:14]Cl.[Cl-].[NH4+]. Product: [Cl:1][C:2]1[CH:3]=[C:4]([O:9][CH2:12][O:13][CH3:14])[CH:5]=[CH:6][C:7]=1[CH3:8]. The catalyst class is: 7. (10) Reactant: [NH2:1][C:2]1[CH:10]=[CH:9][CH:8]=[C:7]([N+:11]([O-:13])=[O:12])[C:3]=1[C:4]([OH:6])=O.Cl.[CH3:15][O:16][C:17](=[O:27])[CH:18]([CH2:20][C:21]1[CH:26]=[CH:25][CH:24]=[CH:23][CH:22]=1)[NH2:19].C(N(C(C)C)C(C)C)C. Product: [NH2:1][C:2]1[CH:10]=[CH:9][CH:8]=[C:7]([N+:11]([O-:13])=[O:12])[C:3]=1[C:4]([NH:19][CH:18]([CH2:20][C:21]1[CH:26]=[CH:25][CH:24]=[CH:23][CH:22]=1)[C:17]([O:16][CH3:15])=[O:27])=[O:6]. The catalyst class is: 7.